Dataset: Forward reaction prediction with 1.9M reactions from USPTO patents (1976-2016). Task: Predict the product of the given reaction. (1) Given the reactants [C:1]([O:5][C:6]([NH:8][CH2:9][C:10]([OH:12])=O)=[O:7])([CH3:4])([CH3:3])[CH3:2].Cl.[CH3:14][NH:15][O:16][CH3:17].C(N1CCOCC1)C.Cl.C(N=C=NCCCN(C)C)C, predict the reaction product. The product is: [CH3:14][N:15]([O:16][CH3:17])[C:10](=[O:12])[CH2:9][NH:8][C:6]([O:5][C:1]([CH3:2])([CH3:3])[CH3:4])=[O:7]. (2) Given the reactants [CH2:1]([CH:8]([C:14](=O)[CH3:15])[C:9](OCC)=[O:10])[C:2]1[CH:7]=[CH:6][CH:5]=[CH:4][CH:3]=1.C(=O)(O)O.[NH2:21][C:22]([NH2:24])=[NH:23], predict the reaction product. The product is: [NH2:24][C:22]1[N:23]=[C:9]([OH:10])[C:8]([CH2:1][C:2]2[CH:7]=[CH:6][CH:5]=[CH:4][CH:3]=2)=[C:14]([CH3:15])[N:21]=1. (3) Given the reactants Br[C:2]1[CH:7]=[CH:6][N:5]([C:8]2[CH:9]=[CH:10][C:11]3[N:15]=[C:14]([CH:16]4[CH2:18][CH2:17]4)[N:13]([CH3:19])[C:12]=3[CH:20]=2)[C:4](=[O:21])[CH:3]=1.[F:22][C:23]([F:32])([F:31])[C:24]1[S:25][CH:26]=[C:27]([CH2:29][OH:30])[N:28]=1.C1(C)C=CC=CC=1.CC(C)([O-])C.[K+], predict the reaction product. The product is: [CH:16]1([C:14]2[N:13]([CH3:19])[C:12]3[CH:20]=[C:8]([N:5]4[CH:6]=[CH:7][C:2]([O:30][CH2:29][C:27]5[N:28]=[C:24]([C:23]([F:32])([F:31])[F:22])[S:25][CH:26]=5)=[CH:3][C:4]4=[O:21])[CH:9]=[CH:10][C:11]=3[N:15]=2)[CH2:18][CH2:17]1.